This data is from Peptide-MHC class II binding affinity with 134,281 pairs from IEDB. The task is: Regression. Given a peptide amino acid sequence and an MHC pseudo amino acid sequence, predict their binding affinity value. This is MHC class II binding data. The peptide sequence is SADEVQRMMAEIDTD. The MHC is HLA-DPA10201-DPB10101 with pseudo-sequence HLA-DPA10201-DPB10101. The binding affinity (normalized) is 0.141.